From a dataset of Forward reaction prediction with 1.9M reactions from USPTO patents (1976-2016). Predict the product of the given reaction. (1) Given the reactants Cl[C:2]1[C:7]2[CH:8]=[CH:9][N:10]([CH2:11][C:12]([N:14]3[CH2:19][CH2:18][N:17]([C:20]([O:22][C:23]([CH3:26])([CH3:25])[CH3:24])=[O:21])[CH2:16][CH2:15]3)=[O:13])[C:6]=2[CH:5]=[CH:4][N:3]=1.[NH2:27][C:28]1[S:29][C:30]([C:33]#[N:34])=[CH:31][N:32]=1.[O-]P([O-])([O-])=O.[K+].[K+].[K+].CC1(C)C2C(=C(P(C3C=CC=CC=3)C3C=CC=CC=3)C=CC=2)OC2C(P(C3C=CC=CC=3)C3C=CC=CC=3)=CC=CC1=2, predict the reaction product. The product is: [C:33]([C:30]1[S:29][C:28]([NH:27][C:2]2[C:7]3[CH:8]=[CH:9][N:10]([CH2:11][C:12]([N:14]4[CH2:19][CH2:18][N:17]([C:20]([O:22][C:23]([CH3:24])([CH3:26])[CH3:25])=[O:21])[CH2:16][CH2:15]4)=[O:13])[C:6]=3[CH:5]=[CH:4][N:3]=2)=[N:32][CH:31]=1)#[N:34]. (2) Given the reactants Cl.[Cl:2][C:3]1[CH:4]=[C:5]([CH2:15][NH2:16])[CH:6]=[N:7][C:8]=1[O:9][CH2:10][C:11]([F:14])([F:13])[F:12].[NH2:17][C:18]1[N:23]=[C:22]([C:24](O)=[O:25])[CH:21]=[CH:20][N:19]=1, predict the reaction product. The product is: [NH2:17][C:18]1[N:23]=[C:22]([C:24]([NH:16][CH2:15][C:5]2[CH:6]=[N:7][C:8]([O:9][CH2:10][C:11]([F:12])([F:13])[F:14])=[C:3]([Cl:2])[CH:4]=2)=[O:25])[CH:21]=[CH:20][N:19]=1. (3) Given the reactants [CH2:1]([O:3][C:4]1[N:8]([CH2:9][C:10]2[CH:15]=[CH:14][C:13]([C:16]3[CH:21]=[CH:20][CH:19]=[CH:18][C:17]=3[C:22](=[N:24][O:25][C:26](OC3C=CC([N+]([O-])=O)=CC=3)=[O:27])[NH2:23])=[CH:12][CH:11]=2)[C:7]2[C:38]([C:42]([O:44][CH2:45][C:46]3[O:47][C:48](=[O:52])[O:49][C:50]=3[CH3:51])=[O:43])=[CH:39][CH:40]=[CH:41][C:6]=2[N:5]=1)[CH3:2], predict the reaction product. The product is: [CH2:1]([O:3][C:4]1[N:8]([CH2:9][C:10]2[CH:11]=[CH:12][C:13]([C:16]3[CH:21]=[CH:20][CH:19]=[CH:18][C:17]=3[C:22]3[NH:23][C:26](=[O:27])[O:25][N:24]=3)=[CH:14][CH:15]=2)[C:7]2[C:38]([C:42]([O:44][CH2:45][C:46]3[O:47][C:48](=[O:52])[O:49][C:50]=3[CH3:51])=[O:43])=[CH:39][CH:40]=[CH:41][C:6]=2[N:5]=1)[CH3:2]. (4) Given the reactants [Si:1]([O:18][CH2:19][CH:20]([OH:25])[C:21]([NH:23][CH3:24])=[O:22])([C:14]([CH3:17])([CH3:16])[CH3:15])([C:8]1[CH:13]=[CH:12][CH:11]=[CH:10][CH:9]=1)[C:2]1[CH:7]=[CH:6][CH:5]=[CH:4][CH:3]=1.[CH3:26]I, predict the reaction product. The product is: [Si:1]([O:18][CH2:19][CH:20]([O:25][CH3:26])[C:21]([NH:23][CH3:24])=[O:22])([C:14]([CH3:17])([CH3:16])[CH3:15])([C:8]1[CH:13]=[CH:12][CH:11]=[CH:10][CH:9]=1)[C:2]1[CH:3]=[CH:4][CH:5]=[CH:6][CH:7]=1. (5) Given the reactants [CH3:1][O:2][C:3]1[CH:4]=[CH:5][C:6]([N+:24]([O-])=O)=[C:7]([NH:9][S:10]([C:13]2[CH:23]=[CH:22][C:16]([O:17][CH2:18][C:19]([NH2:21])=[O:20])=[CH:15][CH:14]=2)(=[O:12])=[O:11])[CH:8]=1.[H][H], predict the reaction product. The product is: [NH2:24][C:6]1[CH:5]=[CH:4][C:3]([O:2][CH3:1])=[CH:8][C:7]=1[NH:9][S:10]([C:13]1[CH:23]=[CH:22][C:16]([O:17][CH2:18][C:19]([NH2:21])=[O:20])=[CH:15][CH:14]=1)(=[O:12])=[O:11]. (6) Given the reactants [F:1][CH2:2][CH2:3][CH2:4][CH2:5][CH2:6]/[CH:7]=[CH:8]\[CH2:9]/[CH:10]=[CH:11]\[CH2:12]/[CH:13]=[CH:14]\[CH2:15]/[CH:16]=[CH:17]\[CH2:18][CH2:19][CH2:20][C:21]([O:23]C)=[O:22], predict the reaction product. The product is: [F:1][CH2:2][CH2:3][CH2:4][CH2:5][CH2:6]/[CH:7]=[CH:8]\[CH2:9]/[CH:10]=[CH:11]\[CH2:12]/[CH:13]=[CH:14]\[CH2:15]/[CH:16]=[CH:17]\[CH2:18][CH2:19][CH2:20][C:21]([OH:23])=[O:22]. (7) Given the reactants [CH3:1][C:2]1[C:6]([C:7]2[CH:16]=[C:15]3[C:10]([C:11](O)=[C:12]([N+:17]([O-:19])=[O:18])[CH:13]=[N:14]3)=[CH:9][CH:8]=2)=[C:5]([CH3:21])[O:4][N:3]=1.O=P(Cl)(Cl)[Cl:24], predict the reaction product. The product is: [Cl:24][C:11]1[C:10]2[C:15](=[CH:16][C:7]([C:6]3[C:2]([CH3:1])=[N:3][O:4][C:5]=3[CH3:21])=[CH:8][CH:9]=2)[N:14]=[CH:13][C:12]=1[N+:17]([O-:19])=[O:18]. (8) Given the reactants [N:1]1([CH:5]2[CH:14]([CH2:15][C:16]3[CH:21]=[CH:20][CH:19]=[CH:18][CH:17]=3)[C:13]3[CH:12]=[C:11]([C:22]#[N:23])[CH:10]=[CH:9][C:8]=3[CH2:7][CH2:6]2)[CH2:4][CH2:3][CH2:2]1.ClCCl, predict the reaction product. The product is: [N:1]1([CH:5]2[CH:14]([CH2:15][C:16]3[CH:17]=[CH:18][CH:19]=[CH:20][CH:21]=3)[C:13]3[CH:12]=[C:11]([CH2:22][NH2:23])[CH:10]=[CH:9][C:8]=3[CH2:7][CH2:6]2)[CH2:4][CH2:3][CH2:2]1. (9) Given the reactants [N:1]1([CH2:6][C:7]2[CH:14]=[CH:13][C:10]([CH:11]=O)=[CH:9][CH:8]=2)[CH:5]=[CH:4][N:3]=[N:2]1.[NH2:15][C:16]1[N:17]=[N:18][C:19]([CH3:22])=[CH:20][CH:21]=1.C([O:25][C:26](=O)[C:27]([OH:40])=[CH:28][C:29]([C:31]1[CH:36]=[CH:35][C:34]([CH:37]([CH3:39])[CH3:38])=[CH:33][CH:32]=1)=[O:30])C, predict the reaction product. The product is: [OH:40][C:27]1[C:26](=[O:25])[N:15]([C:16]2[N:17]=[N:18][C:19]([CH3:22])=[CH:20][CH:21]=2)[CH:11]([C:10]2[CH:13]=[CH:14][C:7]([CH2:6][N:1]3[CH:5]=[CH:4][N:3]=[N:2]3)=[CH:8][CH:9]=2)[C:28]=1[C:29](=[O:30])[C:31]1[CH:36]=[CH:35][C:34]([CH:37]([CH3:39])[CH3:38])=[CH:33][CH:32]=1. (10) Given the reactants Cl.Cl.N1([CH2:8][C:9]2[CH:14]=[CH:13][C:12]([NH2:15])=[CH:11][CH:10]=2)CCCC1.[CH3:16][C@H:17]1[CH2:22][CH2:21][CH2:20][CH2:19][NH:18]1, predict the reaction product. The product is: [CH3:16][C@H:17]1[CH2:22][CH2:21][CH2:20][CH2:19][N:18]1[CH2:8][C:9]1[CH:14]=[CH:13][C:12]([NH2:15])=[CH:11][CH:10]=1.